From a dataset of NCI-60 drug combinations with 297,098 pairs across 59 cell lines. Regression. Given two drug SMILES strings and cell line genomic features, predict the synergy score measuring deviation from expected non-interaction effect. (1) Drug 1: CNC(=O)C1=CC=CC=C1SC2=CC3=C(C=C2)C(=NN3)C=CC4=CC=CC=N4. Drug 2: C1=C(C(=O)NC(=O)N1)F. Cell line: SN12C. Synergy scores: CSS=27.0, Synergy_ZIP=-0.321, Synergy_Bliss=1.50, Synergy_Loewe=2.78, Synergy_HSA=3.22. (2) Drug 1: C1C(C(OC1N2C=C(C(=O)NC2=O)F)CO)O. Drug 2: CC1=C(C=C(C=C1)C(=O)NC2=CC(=CC(=C2)C(F)(F)F)N3C=C(N=C3)C)NC4=NC=CC(=N4)C5=CN=CC=C5. Cell line: SK-MEL-28. Synergy scores: CSS=-0.170, Synergy_ZIP=-0.178, Synergy_Bliss=-1.04, Synergy_Loewe=-3.34, Synergy_HSA=-2.82. (3) Drug 1: CC(C1=C(C=CC(=C1Cl)F)Cl)OC2=C(N=CC(=C2)C3=CN(N=C3)C4CCNCC4)N. Drug 2: CC1CCCC2(C(O2)CC(NC(=O)CC(C(C(=O)C(C1O)C)(C)C)O)C(=CC3=CSC(=N3)C)C)C. Cell line: EKVX. Synergy scores: CSS=13.9, Synergy_ZIP=-1.60, Synergy_Bliss=4.19, Synergy_Loewe=3.53, Synergy_HSA=3.14. (4) Drug 1: CC1=C(C=C(C=C1)NC2=NC=CC(=N2)N(C)C3=CC4=NN(C(=C4C=C3)C)C)S(=O)(=O)N.Cl. Drug 2: CS(=O)(=O)C1=CC(=C(C=C1)C(=O)NC2=CC(=C(C=C2)Cl)C3=CC=CC=N3)Cl. Cell line: CCRF-CEM. Synergy scores: CSS=27.9, Synergy_ZIP=5.09, Synergy_Bliss=9.62, Synergy_Loewe=6.94, Synergy_HSA=7.93. (5) Drug 1: C1=NC2=C(N1)C(=S)N=C(N2)N. Drug 2: C1=NC(=NC(=O)N1C2C(C(C(O2)CO)O)O)N. Cell line: NCI/ADR-RES. Synergy scores: CSS=35.2, Synergy_ZIP=-8.80, Synergy_Bliss=-2.66, Synergy_Loewe=-4.37, Synergy_HSA=-2.71. (6) Drug 1: CC12CCC(CC1=CCC3C2CCC4(C3CC=C4C5=CN=CC=C5)C)O. Drug 2: CCCS(=O)(=O)NC1=C(C(=C(C=C1)F)C(=O)C2=CNC3=C2C=C(C=N3)C4=CC=C(C=C4)Cl)F. Cell line: NCI-H522. Synergy scores: CSS=-3.01, Synergy_ZIP=0.529, Synergy_Bliss=-0.213, Synergy_Loewe=-4.57, Synergy_HSA=-2.88.